Dataset: Forward reaction prediction with 1.9M reactions from USPTO patents (1976-2016). Task: Predict the product of the given reaction. (1) The product is: [CH:23]1([C:19]2[CH:20]=[C:21]([CH3:22])[C:16]([N:13]3[CH2:14][CH2:15][N:10]([C:8]([C:5]4[N:6]=[CH:7][C:2]([N:29]5[C@H:28]([CH2:26][CH3:27])[CH2:32][O:31][C:30]5=[O:33])=[N:3][CH:4]=4)=[O:9])[CH2:11][CH2:12]3)=[N:17][CH:18]=2)[CH2:25][CH2:24]1. Given the reactants Br[C:2]1[N:3]=[CH:4][C:5]([C:8]([N:10]2[CH2:15][CH2:14][N:13]([C:16]3[C:21]([CH3:22])=[CH:20][C:19]([CH:23]4[CH2:25][CH2:24]4)=[CH:18][N:17]=3)[CH2:12][CH2:11]2)=[O:9])=[N:6][CH:7]=1.[CH2:26]([C@@H:28]1[CH2:32][O:31][C:30](=[O:33])[NH:29]1)[CH3:27], predict the reaction product. (2) Given the reactants [CH3:1][O:2][C:3](=[O:47])[NH:4][CH:5]([C:9]([N:11]1[CH2:15][CH2:14][CH2:13][CH:12]1[C:16]1[NH:17][C:18]([C:21]2[CH:30]=[CH:29][C:28]3[C:23](=[CH:24][CH:25]=[C:26]([C:31]4[CH:36]=[CH:35][C:34]([C:37]5[NH:38][C:39]([CH:42]6[CH2:46][CH2:45][CH2:44][NH:43]6)=[N:40][CH:41]=5)=[CH:33][CH:32]=4)[CH:27]=3)[CH:22]=2)=[CH:19][N:20]=1)=[O:10])[CH:6]([CH3:8])[CH3:7].[CH3:48][O:49][C:50]([NH:52][C@@H:53]([C:57]1[CH:62]=[CH:61][CH:60]=[CH:59][C:58]=1[O:63][CH3:64])[C:54](O)=[O:55])=[O:51].[O-]P([O-])([O-])=O.[K+].[K+].[K+].CCOC(C(C#N)=NOC(N1CCOCC1)=[N+](C)C)=O.F[P-](F)(F)(F)(F)F, predict the reaction product. The product is: [CH3:1][O:2][C:3](=[O:47])[NH:4][CH:5]([C:9]([N:11]1[CH2:15][CH2:14][CH2:13][CH:12]1[C:16]1[NH:17][C:18]([C:21]2[CH:30]=[CH:29][C:28]3[C:23](=[CH:24][CH:25]=[C:26]([C:31]4[CH:36]=[CH:35][C:34]([C:37]5[NH:38][C:39]([CH:42]6[CH2:46][CH2:45][CH2:44][N:43]6[C:54](=[O:55])[CH:53]([NH:52][C:50]([O:49][CH3:48])=[O:51])[C:57]6[CH:62]=[CH:61][CH:60]=[CH:59][C:58]=6[O:63][CH3:64])=[N:40][CH:41]=5)=[CH:33][CH:32]=4)[CH:27]=3)[CH:22]=2)=[CH:19][N:20]=1)=[O:10])[CH:6]([CH3:8])[CH3:7]. (3) Given the reactants O1[C:5]2([CH2:10][CH2:9][CH:8]([CH2:11][N:12]3[C:16]([C:17]4[S:18][C:19]5[N:20]=[CH:21][N:22]=[C:23]([NH2:26])[C:24]=5[N:25]=4)=[C:15]([C:27]4[CH:32]=[CH:31][CH:30]=[CH:29][CH:28]=4)[N:14]=[CH:13]3)[CH2:7][CH2:6]2)[O:4]CC1.O.C(O)(C(F)(F)F)=O, predict the reaction product. The product is: [NH2:26][C:23]1[C:24]2[N:25]=[C:17]([C:16]3[N:12]([CH2:11][CH:8]4[CH2:9][CH2:10][C:5](=[O:4])[CH2:6][CH2:7]4)[CH:13]=[N:14][C:15]=3[C:27]3[CH:28]=[CH:29][CH:30]=[CH:31][CH:32]=3)[S:18][C:19]=2[N:20]=[CH:21][N:22]=1. (4) The product is: [N+:25]([C:23]1[CH:22]=[CH:21][C:4]2[CH:5]=[CH:6][C:7]3[CH:12]=[CH:11][CH:10]=[CH:9][C:8]=3[NH:13][CH2:14][C:3]=2[CH:24]=1)([O-:27])=[O:26]. Given the reactants C([C:3]1[CH:24]=[C:23]([N+:25]([O-:27])=[O:26])[CH:22]=[CH:21][C:4]=1/[CH:5]=[CH:6]\[C:7]1[CH:12]=[CH:11][CH:10]=[CH:9][C:8]=1[NH:13][C:14](=O)OC(C)(C)C)=O.CCOC(C)=O.[BH4-].[Na+], predict the reaction product. (5) Given the reactants [Cl:1][C:2]1[C:11]([CH:12]2[CH2:14][O:13]2)=[C:10]2[C:5]([N:6]=[CH:7][C:8]([O:15][CH3:16])=[N:9]2)=[CH:4][CH:3]=1.[C:17]([O:21][C:22](=[O:31])[NH:23][CH2:24][CH:25]1[CH2:30][CH2:29][CH2:28][NH:27][CH2:26]1)([CH3:20])([CH3:19])[CH3:18].Cl([O-])(=O)(=O)=O.[Li+].O, predict the reaction product. The product is: [C:17]([O:21][C:22](=[O:31])[NH:23][CH2:24][CH:25]1[CH2:30][CH2:29][CH2:28][N:27]([CH2:14][CH:12]([C:11]2[C:2]([Cl:1])=[CH:3][CH:4]=[C:5]3[C:10]=2[N:9]=[C:8]([O:15][CH3:16])[CH:7]=[N:6]3)[OH:13])[CH2:26]1)([CH3:20])([CH3:18])[CH3:19].